Dataset: Catalyst prediction with 721,799 reactions and 888 catalyst types from USPTO. Task: Predict which catalyst facilitates the given reaction. (1) Reactant: Cl.[NH2:2][CH2:3][C:4]1[CH:9]=[C:8]([C:10]([CH3:13])([CH3:12])[CH3:11])[CH:7]=[C:6]([C:14]2[CH:15]=[N:16][C:17]([C:20]([F:23])([F:22])[F:21])=[CH:18][CH:19]=2)[C:5]=1[OH:24].[C:25](=[O:28])(O)[O-:26].[Na+].[BH4-].[Na+]. Product: [C:10]([C:8]1[CH:7]=[C:6]([C:14]2[CH:15]=[N:16][C:17]([C:20]([F:21])([F:22])[F:23])=[CH:18][CH:19]=2)[C:5]([OH:24])=[C:4]([CH:9]=1)[CH2:3][NH:2][CH:4]([CH3:5])[CH2:3][NH:2][C:25](=[O:28])[O:26][C:8]([CH3:10])([CH3:9])[CH3:7])([CH3:13])([CH3:12])[CH3:11]. The catalyst class is: 13. (2) Product: [C:18]([O:37][C:36](=[O:38])[NH:41][CH:16]([S:32]([C:26]1[CH:31]=[CH:30][CH:29]=[CH:28][CH:27]=1)(=[O:34])=[O:33])[CH2:15][C:11]1[CH:12]=[CH:13][CH:14]=[C:9]([O:8][CH2:1][C:2]2[CH:3]=[CH:4][CH:5]=[CH:6][CH:7]=2)[CH:10]=1)([CH3:21])([CH3:20])[CH3:19]. Reactant: [CH2:1]([O:8][C:9]1[CH:10]=[C:11]([CH2:15][CH:16]=O)[CH:12]=[CH:13][CH:14]=1)[C:2]1[CH:7]=[CH:6][CH:5]=[CH:4][CH:3]=1.[C:18](NC(=O)[O-])([CH3:21])([CH3:20])[CH3:19].[C:26]1([S:32]([O-:34])=[O:33])[CH:31]=[CH:30][CH:29]=[CH:28][CH:27]=1.[Na+].[CH:36]([OH:38])=[O:37].C(#[N:41])C. The catalyst class is: 25.